Dataset: Catalyst prediction with 721,799 reactions and 888 catalyst types from USPTO. Task: Predict which catalyst facilitates the given reaction. (1) Reactant: CC1C=CC(S(O[CH2:12][CH:13]2[O:18][C:17]3[CH:19]=[C:20]([F:23])[CH:21]=[CH:22][C:16]=3[O:15][CH2:14]2)(=O)=O)=CC=1.[CH3:24][NH:25][CH2:26][CH3:27]. Product: [F:23][C:20]1[CH:21]=[CH:22][C:16]2[O:15][CH2:14][CH:13]([CH2:12][N:25]([CH3:24])[CH2:26][CH3:27])[O:18][C:17]=2[CH:19]=1. The catalyst class is: 10. (2) Reactant: [C:1]([O:7][CH2:8][N:9]1[C:13]2[N:14]=[N:15][CH:16]=[C:17]([C:18]3[CH:19]=[N:20][NH:21][CH:22]=3)[C:12]=2[CH:11]=[CH:10]1)(=[O:6])[C:2]([CH3:5])([CH3:4])[CH3:3].[C:23]1([CH:28]=[O:29])[CH2:27][CH2:26][CH2:25][CH:24]=1.[N+](C1C=CC(C(O)=O)=CC=1)([O-])=O. Product: [C:1]([O:7][CH2:8][N:9]1[C:13]2[N:14]=[N:15][CH:16]=[C:17]([C:18]3[CH:19]=[N:20][N:21]([CH:24]4[CH2:25][CH2:26][CH2:27][CH:23]4[CH:28]=[O:29])[CH:22]=3)[C:12]=2[CH:11]=[CH:10]1)(=[O:6])[C:2]([CH3:5])([CH3:4])[CH3:3]. The catalyst class is: 22. (3) Reactant: Cl[C:2]1[CH:3]=[N:4][C:5]([O:11][C:12]2[CH:17]=[CH:16][C:15]([O:18][C:19]3[CH:24]=[CH:23][CH:22]=[CH:21][CH:20]=3)=[CH:14][CH:13]=2)=[C:6]([CH:10]=1)[C:7]([NH2:9])=[O:8].C1(P(C2CCCCC2)C2C=CC=CC=2C2C(OC)=CC=CC=2OC)CCCCC1.[C:54]([N:61]1[CH2:66][CH:65]=[C:64](B2OC(C)(C)C(C)(C)O2)[CH2:63][CH2:62]1)([O:56][C:57]([CH3:60])([CH3:59])[CH3:58])=[O:55].C(=O)([O-])[O-].[Cs+].[Cs+].O1CCOCC1.O. Product: [C:57]([O:56][C:54]([N:61]1[CH2:62][CH:63]=[C:64]([C:2]2[CH:3]=[N:4][C:5]([O:11][C:12]3[CH:17]=[CH:16][C:15]([O:18][C:19]4[CH:24]=[CH:23][CH:22]=[CH:21][CH:20]=4)=[CH:14][CH:13]=3)=[C:6]([C:7](=[O:8])[NH2:9])[CH:10]=2)[CH2:65][CH2:66]1)=[O:55])([CH3:60])([CH3:58])[CH3:59]. The catalyst class is: 167. (4) Reactant: [NH:1]1[CH2:4][CH:3]([N:5]2[C:9]3[N:10]=[CH:11][N:12]=[C:13]([NH2:14])[C:8]=3[C:7]([C:15]3[CH:20]=[CH:19][CH:18]=[C:17]([O:21][CH2:22][C:23]45[O:29][CH:26]([CH2:27][CH2:28]4)[CH2:25][CH2:24]5)[CH:16]=3)=[CH:6]2)[CH2:2]1.C(N(CC)CC)C.Br[CH:38]1[CH2:41][S:40](=[O:43])(=[O:42])[CH2:39]1. Product: [O:42]=[S:40]1(=[O:43])[CH2:41][CH:38]([N:1]2[CH2:2][CH:3]([N:5]3[C:9]4[N:10]=[CH:11][N:12]=[C:13]([NH2:14])[C:8]=4[C:7]([C:15]4[CH:20]=[CH:19][CH:18]=[C:17]([O:21][CH2:22][C:23]56[O:29][CH:26]([CH2:25][CH2:24]5)[CH2:27][CH2:28]6)[CH:16]=4)=[CH:6]3)[CH2:4]2)[CH2:39]1. The catalyst class is: 5.